Dataset: Forward reaction prediction with 1.9M reactions from USPTO patents (1976-2016). Task: Predict the product of the given reaction. (1) Given the reactants [NH:1]1[C:5]2=[N:6][CH:7]=[CH:8][CH:9]=[C:4]2[CH:3]=[CH:2]1.[N:10]1[CH:15]=[CH:14][CH:13]=[CH:12][C:11]=1[N:16]1[CH2:21][CH2:20][NH:19][CH2:18][CH2:17]1.[C:22]([O-])(=O)C.[Na+].C=O, predict the reaction product. The product is: [N:10]1[CH:15]=[CH:14][CH:13]=[CH:12][C:11]=1[N:16]1[CH2:17][CH2:18][N:19]([CH2:22][C:2]2[NH:1][C:5]3=[N:6][CH:7]=[CH:8][CH:9]=[C:4]3[CH:3]=2)[CH2:20][CH2:21]1. (2) The product is: [F:1][C:2]([F:16])([F:15])[O:3][C:4]1[CH:5]=[C:6]2[C:11](=[CH:12][CH:13]=1)[NH:10][C:9](=[O:18])[CH:8]=[CH:7]2. Given the reactants [F:1][C:2]([F:16])([F:15])[O:3][C:4]1[CH:5]=[C:6]2[C:11](=[CH:12][CH:13]=1)[N+:10]([O-])=[CH:9][CH:8]=[CH:7]2.C(=O)([O-])[O-:18].[Na+].[Na+], predict the reaction product. (3) Given the reactants FC(F)(F)S(O[C:7]1[CH2:12][CH2:11][N:10]([C:13]([O:15][C:16]([CH3:19])([CH3:18])[CH3:17])=[O:14])[CH2:9][CH:8]=1)(=O)=O.[C:22]([O:26][C:27](=[O:45])[NH:28][C:29]1[CH:34]=[CH:33][C:32](B2OC(C)(C)C(C)(C)O2)=[CH:31][C:30]=1[F:44])([CH3:25])([CH3:24])[CH3:23].N#N.C(=O)([O-])[O-].[Na+].[Na+], predict the reaction product. The product is: [C:22]([O:26][C:27]([NH:28][C:29]1[CH:34]=[CH:33][C:32]([C:7]2[CH2:12][CH2:11][N:10]([C:13]([O:15][C:16]([CH3:17])([CH3:18])[CH3:19])=[O:14])[CH2:9][CH:8]=2)=[CH:31][C:30]=1[F:44])=[O:45])([CH3:25])([CH3:23])[CH3:24]. (4) Given the reactants [O-]CC.[Na+].[I:5][C:6]1[CH:11]=[CH:10][CH:9]=[C:8]([N+:12]([O-:14])=[O:13])[C:7]=1[CH3:15].C(O)C.[C:19](OCC)(=[O:25])[C:20]([O:22]CC)=[O:21], predict the reaction product. The product is: [I:5][C:6]1[CH:11]=[CH:10][CH:9]=[C:8]([N+:12]([O-:14])=[O:13])[C:7]=1[CH2:15][C:19](=[O:25])[C:20]([OH:22])=[O:21]. (5) The product is: [C:24]1([CH2:23][N:3]2[CH:4]=[CH:5][S:1]/[C:2]/2=[N:6]\[C:7]([C:9]2[CH:21]=[CH:20][CH:19]=[CH:18][C:10]=2[C:11]([O:13][C:14]([CH3:16])([CH3:17])[CH3:15])=[O:12])=[O:8])[C:33]2[C:28](=[CH:29][CH:30]=[CH:31][CH:32]=2)[CH:27]=[CH:26][CH:25]=1. Given the reactants [S:1]1[CH:5]=[CH:4][N:3]=[C:2]1[NH:6][C:7]([C:9]1[CH:21]=[CH:20][CH:19]=[CH:18][C:10]=1[C:11]([O:13][C:14]([CH3:17])([CH3:16])[CH3:15])=[O:12])=[O:8].Cl[CH2:23][C:24]1[C:33]2[C:28](=[CH:29][CH:30]=[CH:31][CH:32]=2)[CH:27]=[CH:26][CH:25]=1, predict the reaction product. (6) Given the reactants Cl.[Cl:2][C:3]1[CH:8]=[CH:7][C:6]([CH2:9][C@@H:10]([NH:32]C(=O)OC(C)(C)C)[C:11]([N:13]2[CH2:18][CH2:17][N:16]([C:19]3[C:20]4[CH:27]([CH2:28][CH3:29])[S:26](=[O:31])(=[O:30])[CH2:25][C:21]=4[N:22]=[CH:23][N:24]=3)[CH2:15][CH2:14]2)=[O:12])=[CH:5][C:4]=1[F:40], predict the reaction product. The product is: [NH2:32][C@H:10]([CH2:9][C:6]1[CH:7]=[CH:8][C:3]([Cl:2])=[C:4]([F:40])[CH:5]=1)[C:11]([N:13]1[CH2:14][CH2:15][N:16]([C:19]2[C:20]3[CH:27]([CH2:28][CH3:29])[S:26](=[O:30])(=[O:31])[CH2:25][C:21]=3[N:22]=[CH:23][N:24]=2)[CH2:17][CH2:18]1)=[O:12]. (7) Given the reactants [CH2:1]([O:3][C:4](=[O:7])[CH2:5][OH:6])[CH3:2].[H-].[Na+].Cl[C:11]1[O:12][C:13]2[CH:19]=[CH:18][CH:17]=[CH:16][C:14]=2[N:15]=1, predict the reaction product. The product is: [CH2:1]([O:3][C:4](=[O:7])[CH2:5][O:6][C:11]1[O:12][C:13]2[CH:19]=[CH:18][CH:17]=[CH:16][C:14]=2[N:15]=1)[CH3:2]. (8) Given the reactants C(O[C:5]1[C:6](=[O:18])[C:7](=[O:17])[C:8]=1[C:9]1[CH:14]=[CH:13][C:12]([O:15][CH3:16])=[CH:11][CH:10]=1)(C)C.[C:19]([NH2:24])([CH2:22][CH3:23])([CH3:21])[CH3:20], predict the reaction product. The product is: [CH3:20][C:19]([NH:24][C:5]1[C:6](=[O:18])[C:7](=[O:17])[C:8]=1[C:9]1[CH:10]=[CH:11][C:12]([O:15][CH3:16])=[CH:13][CH:14]=1)([CH3:21])[CH2:22][CH3:23].